Predict the reactants needed to synthesize the given product. From a dataset of Full USPTO retrosynthesis dataset with 1.9M reactions from patents (1976-2016). Given the product [F:1][C:2]([F:33])([F:32])[C:3]1[CH:4]=[C:5]([CH:25]=[C:26]([C:28]([F:31])([F:30])[F:29])[CH:27]=1)[CH2:6][N:7]1[C@@H:11]([CH3:12])[C@H:10]([C:13]2[CH:18]=[C:17]([C:19]([F:22])([F:21])[F:20])[CH:16]=[CH:15][C:14]=2[C:41]2[CH:42]=[C:37]([CH:34]([CH3:36])[CH3:35])[CH:38]=[CH:39][C:40]=2[O:46][CH3:47])[O:9][C:8]1=[O:24], predict the reactants needed to synthesize it. The reactants are: [F:1][C:2]([F:33])([F:32])[C:3]1[CH:4]=[C:5]([CH:25]=[C:26]([C:28]([F:31])([F:30])[F:29])[CH:27]=1)[CH2:6][N:7]1[C@@H:11]([CH3:12])[C@H:10]([C:13]2[CH:18]=[C:17]([C:19]([F:22])([F:21])[F:20])[CH:16]=[CH:15][C:14]=2I)[O:9][C:8]1=[O:24].[CH:34]([C:37]1[CH:38]=[CH:39][C:40]([O:46][CH3:47])=[C:41](B(O)O)[CH:42]=1)([CH3:36])[CH3:35].